Dataset: Full USPTO retrosynthesis dataset with 1.9M reactions from patents (1976-2016). Task: Predict the reactants needed to synthesize the given product. (1) Given the product [CH3:26][S:27]([O:18][CH2:17][C:12]1[C:11]([O:10][CH2:9][CH2:8][O:7][CH:2]2[CH2:3][CH2:4][CH2:5][CH2:6][O:1]2)=[CH:16][CH:15]=[CH:14][N:13]=1)(=[O:29])=[O:28], predict the reactants needed to synthesize it. The reactants are: [O:1]1[CH2:6][CH2:5][CH2:4][CH2:3][CH:2]1[O:7][CH2:8][CH2:9][O:10][C:11]1[C:12]([CH2:17][OH:18])=[N:13][CH:14]=[CH:15][CH:16]=1.C(N(CC)CC)C.[CH3:26][S:27](O[S:27]([CH3:26])(=[O:29])=[O:28])(=[O:29])=[O:28].O. (2) Given the product [CH:21]1([CH2:24][O:25][C:26]2[C:33]([O:34][CH3:35])=[CH:32][CH:31]=[CH:30][C:27]=2/[CH:28]=[CH:20]/[C:11]2[N:12]=[C:13]3[S:19][CH:18]=[CH:17][N:14]3[C:15](=[O:16])[C:10]=2[C:7]2[CH:6]=[CH:5][C:4]([O:3][CH2:1][CH3:2])=[CH:9][CH:8]=2)[CH2:22][CH2:23]1, predict the reactants needed to synthesize it. The reactants are: [CH2:1]([O:3][C:4]1[CH:9]=[CH:8][C:7]([C:10]2[C:15](=[O:16])[N:14]3[CH:17]=[CH:18][S:19][C:13]3=[N:12][C:11]=2[CH3:20])=[CH:6][CH:5]=1)[CH3:2].[CH:21]1([CH2:24][O:25][C:26]2[C:33]([O:34][CH3:35])=[CH:32][CH:31]=[CH:30][C:27]=2[CH:28]=O)[CH2:23][CH2:22]1.[O-]CC.[Na+].